This data is from Full USPTO retrosynthesis dataset with 1.9M reactions from patents (1976-2016). The task is: Predict the reactants needed to synthesize the given product. (1) Given the product [N:24]1[C:6]2[C:5](=[CH:4][CH:3]=[CH:2][CH:7]=2)[CH:8]=[CH:23][CH:22]=1.[S:9]1[CH:13]=[CH:12][CH:11]=[CH:10]1, predict the reactants needed to synthesize it. The reactants are: N[C:2]1[CH:7]=[CH:6][C:5]([CH3:8])=[CH:4][CH:3]=1.[S:9]1[CH:13]=[CH:12][CH:11]=[C:10]1C=O.C(O)(=O)C(C)=O.[CH2:22]([N:24](CC)CC)[CH3:23]. (2) Given the product [Cl:1][C:2]1[N:6]([C:7]2[CH:8]=[CH:9][C:10]([C:13]3[CH:18]=[CH:17][CH:16]=[C:15]([O:19][CH3:20])[C:14]=3[OH:21])=[CH:11][CH:12]=2)[C:5]2[C:22]([OH:24])=[C:29]([C:30]3[CH:31]=[CH:32][CH:33]=[CH:34][CH:35]=3)[C:28](=[O:36])[NH:27][C:4]=2[CH:3]=1, predict the reactants needed to synthesize it. The reactants are: [Cl:1][C:2]1[N:6]([C:7]2[CH:12]=[CH:11][C:10]([C:13]3[CH:18]=[CH:17][CH:16]=[C:15]([O:19][CH3:20])[C:14]=3[OH:21])=[CH:9][CH:8]=2)[C:5]([C:22]([O:24]CC)=O)=[C:4]([NH:27][C:28](=[O:36])[CH2:29][C:30]2[CH:35]=[CH:34][CH:33]=[CH:32][CH:31]=2)[CH:3]=1.C[Si]([N-][Si](C)(C)C)(C)C.[K+].